This data is from Full USPTO retrosynthesis dataset with 1.9M reactions from patents (1976-2016). The task is: Predict the reactants needed to synthesize the given product. (1) Given the product [CH:1]1([C:5]2[O:9][N:8]=[C:7]([C:10]3[C:11]([Cl:17])=[CH:12][CH:13]=[CH:14][C:15]=3[Cl:16])[C:6]=2[CH2:18][O:19][C:21]2[CH:22]=[CH:23][C:24]([C:27]3[CH:28]=[C:29]4[C:34](=[CH:35][CH:36]=3)[N:33]=[C:32]([C:37]([O:39][CH3:40])=[O:38])[CH:31]=[CH:30]4)=[CH:25][CH:26]=2)[CH2:2][CH2:3][CH2:4]1, predict the reactants needed to synthesize it. The reactants are: [CH:1]1([C:5]2[O:9][N:8]=[C:7]([C:10]3[C:15]([Cl:16])=[CH:14][CH:13]=[CH:12][C:11]=3[Cl:17])[C:6]=2[CH2:18][OH:19])[CH2:4][CH2:3][CH2:2]1.O[C:21]1[CH:26]=[CH:25][C:24]([C:27]2[CH:28]=[C:29]3[C:34](=[CH:35][CH:36]=2)[N:33]=[C:32]([C:37]([O:39][CH3:40])=[O:38])[CH:31]=[CH:30]3)=[CH:23][CH:22]=1.C1(P(C2C=CC=CC=2)C2C=CC=CC=2)C=CC=CC=1.N(C(OC(C)C)=O)=NC(OC(C)C)=O. (2) Given the product [F:1][C:2]1[C:25]([N:26]2[CH2:32][CH2:31][CH2:30][N:29]([CH3:33])[CH2:28][CH2:27]2)=[CH:24][C:5]2[NH:6][C:7]([C:9]3[C:21]4[C:20]5[C:15](=[CH:16][CH:17]=[CH:18][CH:19]=5)[CH:14]([NH2:22])[C:13]=4[CH:12]=[CH:11][CH:10]=3)=[N:8][C:4]=2[CH:3]=1, predict the reactants needed to synthesize it. The reactants are: [F:1][C:2]1[C:25]([N:26]2[CH2:32][CH2:31][CH2:30][N:29]([CH3:33])[CH2:28][CH2:27]2)=[CH:24][C:5]2[NH:6][C:7]([C:9]3[C:21]4[C:20]5[C:15](=[CH:16][CH:17]=[CH:18][CH:19]=5)[C:14](=[N:22]O)[C:13]=4[CH:12]=[CH:11][CH:10]=3)=[N:8][C:4]=2[CH:3]=1.